From a dataset of Full USPTO retrosynthesis dataset with 1.9M reactions from patents (1976-2016). Predict the reactants needed to synthesize the given product. (1) Given the product [CH:1]1([CH2:7][O:8][C:9]([C:11]2([CH2:17][C:18]3[CH:19]=[CH:20][C:21]([C:24]#[N:25])=[CH:22][CH:23]=3)[CH2:12][CH2:13][N:14]([C:35](=[O:36])[C@@H:34]([NH2:33])[CH2:38][C:39]3[S:40][CH:41]=[CH:42][CH:43]=3)[CH2:15][CH2:16]2)=[O:10])[CH2:6][CH2:5][CH2:4][CH2:3][CH2:2]1, predict the reactants needed to synthesize it. The reactants are: [CH:1]1([CH2:7][O:8][C:9]([C:11]2([CH2:17][C:18]3[CH:23]=[CH:22][C:21]([C:24]#[N:25])=[CH:20][CH:19]=3)[CH2:16][CH2:15][NH:14][CH2:13][CH2:12]2)=[O:10])[CH2:6][CH2:5][CH2:4][CH2:3][CH2:2]1.C(OC([NH:33][C@@H:34]([CH2:38][C:39]1[S:40][CH:41]=[CH:42][CH:43]=1)[C:35](O)=[O:36])=O)(C)(C)C.C(N(C(C)C)CC)(C)C.CN(C(ON1N=NC2C=CC=CC1=2)=[N+](C)C)C.F[P-](F)(F)(F)(F)F. (2) Given the product [CH2:1]([O:3][C:4]1[CH:13]=[C:12]([C:25]2[C:24]([F:23])=[CH:29][CH:28]=[CH:27][C:26]=2[F:30])[CH:11]=[CH:10][C:5]=1[C:6]([O:8][CH3:9])=[O:7])[CH3:2], predict the reactants needed to synthesize it. The reactants are: [CH2:1]([O:3][C:4]1[CH:13]=[C:12](B2OC(C)(C)C(C)(C)O2)[CH:11]=[CH:10][C:5]=1[C:6]([O:8][CH3:9])=[O:7])[CH3:2].[F:23][C:24]1[CH:29]=[CH:28][CH:27]=[C:26]([F:30])[C:25]=1I. (3) Given the product [CH:22]1([C:20]([N:17]2[CH2:18][CH2:19][CH:14]([N:12]([CH3:13])[C:10](=[O:11])[CH2:9][O:8][C:5]3[N:6]=[N:7][C:2]([N:26]([CH3:27])[CH3:25])=[CH:3][CH:4]=3)[CH2:15][CH2:16]2)=[O:21])[CH2:24][CH2:23]1, predict the reactants needed to synthesize it. The reactants are: Cl[C:2]1[N:7]=[N:6][C:5]([O:8][CH2:9][C:10]([N:12]([CH:14]2[CH2:19][CH2:18][N:17]([C:20]([CH:22]3[CH2:24][CH2:23]3)=[O:21])[CH2:16][CH2:15]2)[CH3:13])=[O:11])=[CH:4][CH:3]=1.[CH3:25][NH:26][CH3:27].O1CCCC1.[I-].[K+].C(N(CC)CC)C. (4) Given the product [CH3:6][NH:7][CH2:8][CH:9]([OH:22])[CH2:10][NH:11][CH2:12][CH2:13][NH:14][CH3:15], predict the reactants needed to synthesize it. The reactants are: C(O[C:6](=O)[NH:7][CH2:8][CH:9]([OH:22])[CH2:10][NH:11][CH2:12][CH2:13][NH:14][C:15](OC(C)(C)C)=O)(C)(C)C.[H-].[H-].[H-].[H-].[Li+].[Al+3]. (5) Given the product [ClH:1].[Cl:1][C:2]1[CH:3]=[CH:4][C:5]([CH2:6][C@@H:7]([NH:28][CH:29]2[CH2:30][CH2:31][CH:32]([N:35]3[CH2:36][C:37]4[C:42](=[CH:41][CH:40]=[CH:39][CH:38]=4)[CH2:43]3)[CH2:33][CH2:34]2)[C:8]([N:10]2[CH2:15][CH2:14][C:13]([CH:22]3[CH2:27][CH2:26][CH2:25][CH2:24][CH2:23]3)([CH2:16][N:17]3[CH:21]=[N:20][CH:19]=[N:18]3)[CH2:12][CH2:11]2)=[O:9])=[CH:44][CH:45]=1, predict the reactants needed to synthesize it. The reactants are: [Cl:1][C:2]1[CH:45]=[CH:44][C:5]([CH2:6][C@@H:7]([NH:28][CH:29]2[CH2:34][CH2:33][CH:32]([N:35]3[CH2:43][C:42]4[C:37](=[CH:38][CH:39]=[CH:40][CH:41]=4)[CH2:36]3)[CH2:31][CH2:30]2)[C:8]([N:10]2[CH2:15][CH2:14][C:13]([CH:22]3[CH2:27][CH2:26][CH2:25][CH2:24][CH2:23]3)([CH2:16][N:17]3[CH:21]=[N:20][CH:19]=[N:18]3)[CH2:12][CH2:11]2)=[O:9])=[CH:4][CH:3]=1.Cl. (6) Given the product [C:21](=[O:40])([O:30][C:31]1[CH:32]=[CH:33][C:34]([N+:37]([O-:39])=[O:38])=[CH:35][CH:36]=1)[O:22][C:23]([CH3:24])([CH2:25][CH3:26])[CH2:29][O:7][CH3:2], predict the reactants needed to synthesize it. The reactants are: C[C:2]1([OH:7])CCCC1.ClC(OC1C=CC([N+]([O-])=O)=CC=1)=O.[C:21](=[O:40])([O:30][C:31]1[CH:36]=[CH:35][C:34]([N+:37]([O-:39])=[O:38])=[CH:33][CH:32]=1)[O:22][C:23]([CH3:29])([CH2:25][CH2:26]OC)[CH3:24]. (7) Given the product [CH3:21][N:19]([CH:7]=[C:4]1[CH:3]=[CH:2][N:1]=[C:6]([CH2:25][C:24]#[N:23])[CH2:5]1)[CH3:20], predict the reactants needed to synthesize it. The reactants are: [N:1]1[CH:6]=[CH:5][C:4]([CH2:7]C#N)=[CH:3][CH:2]=1.C(OC([N:19]([CH3:21])[CH3:20])N(C)C)(C)(C)C.C[NH:23][CH3:24].[C:25](O)(C)(C)C.